Dataset: CYP1A2 inhibition data for predicting drug metabolism from PubChem BioAssay. Task: Regression/Classification. Given a drug SMILES string, predict its absorption, distribution, metabolism, or excretion properties. Task type varies by dataset: regression for continuous measurements (e.g., permeability, clearance, half-life) or binary classification for categorical outcomes (e.g., BBB penetration, CYP inhibition). Dataset: cyp1a2_veith. (1) The drug is CNc1ncnc(Sc2nc(N)nc3nc[nH]c23)c1[N+](=O)[O-]. The result is 0 (non-inhibitor). (2) The molecule is CCOC(=O)c1c(CC(C)C)csc1NC=O. The result is 1 (inhibitor). (3) The drug is C[N+]1(CCOc2ccc([N+](=O)[O-])cc2)CCOCC1.[I-]. The result is 0 (non-inhibitor). (4) The compound is CC(C)=CCC/C(C)=C/CO/N=C1/C[C@@H](O)[C@@H](O)[C@H]2[C@H]1CC[C@H]1C(=O)N(c3ccc(F)cc3F)C(=O)[C@H]21. The result is 0 (non-inhibitor). (5) The compound is CCOC(=O)N/N=C1/C[C@@H](O)[C@@H](O)[C@@H]2[C@@H]3C(=O)N(C4CCCCC4)C(=O)[C@H]3CC[C@@H]12. The result is 0 (non-inhibitor). (6) The compound is O=C(O)C1C2CCC(C2)C1C(=O)NCc1ccco1. The result is 0 (non-inhibitor).